From a dataset of NCI-60 drug combinations with 297,098 pairs across 59 cell lines. Regression. Given two drug SMILES strings and cell line genomic features, predict the synergy score measuring deviation from expected non-interaction effect. (1) Synergy scores: CSS=21.1, Synergy_ZIP=-7.37, Synergy_Bliss=-4.54, Synergy_Loewe=-21.8, Synergy_HSA=-4.11. Drug 2: CN1C2=C(C=C(C=C2)N(CCCl)CCCl)N=C1CCCC(=O)O.Cl. Drug 1: C1CN1P(=S)(N2CC2)N3CC3. Cell line: UACC62. (2) Drug 1: C1CC(C1)(C(=O)O)C(=O)O.[NH2-].[NH2-].[Pt+2]. Drug 2: CC1=C(C=C(C=C1)NC(=O)C2=CC=C(C=C2)CN3CCN(CC3)C)NC4=NC=CC(=N4)C5=CN=CC=C5. Cell line: MDA-MB-231. Synergy scores: CSS=1.59, Synergy_ZIP=-2.76, Synergy_Bliss=-4.00, Synergy_Loewe=-5.88, Synergy_HSA=-4.70. (3) Drug 1: CN1CCC(CC1)COC2=C(C=C3C(=C2)N=CN=C3NC4=C(C=C(C=C4)Br)F)OC. Drug 2: CS(=O)(=O)C1=CC(=C(C=C1)C(=O)NC2=CC(=C(C=C2)Cl)C3=CC=CC=N3)Cl. Cell line: LOX IMVI. Synergy scores: CSS=12.6, Synergy_ZIP=-6.11, Synergy_Bliss=-5.41, Synergy_Loewe=-11.6, Synergy_HSA=-3.31. (4) Synergy scores: CSS=67.1, Synergy_ZIP=-1.64, Synergy_Bliss=-3.57, Synergy_Loewe=-2.89, Synergy_HSA=-2.79. Drug 2: CCCCC(=O)OCC(=O)C1(CC(C2=C(C1)C(=C3C(=C2O)C(=O)C4=C(C3=O)C=CC=C4OC)O)OC5CC(C(C(O5)C)O)NC(=O)C(F)(F)F)O. Cell line: UACC-257. Drug 1: C1C(C(OC1N2C=C(C(=O)NC2=O)F)CO)O. (5) Drug 1: C(=O)(N)NO. Drug 2: CC1=C(C(=O)C2=C(C1=O)N3CC4C(C3(C2COC(=O)N)OC)N4)N. Cell line: A498. Synergy scores: CSS=30.8, Synergy_ZIP=-10.2, Synergy_Bliss=-4.12, Synergy_Loewe=-52.8, Synergy_HSA=-0.508. (6) Drug 1: CC12CCC(CC1=CCC3C2CCC4(C3CC=C4C5=CN=CC=C5)C)O. Drug 2: CN(CCCl)CCCl.Cl. Cell line: OVCAR-5. Synergy scores: CSS=7.14, Synergy_ZIP=-3.31, Synergy_Bliss=-0.253, Synergy_Loewe=-2.68, Synergy_HSA=-1.45.